Regression/Classification. Given a drug SMILES string, predict its absorption, distribution, metabolism, or excretion properties. Task type varies by dataset: regression for continuous measurements (e.g., permeability, clearance, half-life) or binary classification for categorical outcomes (e.g., BBB penetration, CYP inhibition). Dataset: cyp2c19_veith. From a dataset of CYP2C19 inhibition data for predicting drug metabolism from PubChem BioAssay. (1) The compound is COC(=O)C/C=C\[C@@H](C)[C@@H](/C=N\OC[C@@H](O)[C@H]1O[C@H]2OC(C)(C)O[C@H]2[C@@H]1O)OC. The result is 0 (non-inhibitor). (2) The result is 0 (non-inhibitor). The compound is OCCN1CCN(CC/C=C2\c3ccccc3Sc3ccc(C(F)(F)F)cc32)CC1. (3) The result is 1 (inhibitor). The compound is COc1cc(/C=C(/NC(=O)c2ccccc2)C(=O)Nc2ccccc2)c([N+](=O)[O-])cc1OC. (4) The drug is CCN(CC)c1cc(C)nc2ncnn12. The result is 0 (non-inhibitor). (5) The compound is N#Cc1cccc(-c2nc(Nc3ccncc3)c3ccccc3n2)c1. The result is 0 (non-inhibitor). (6) The drug is CCOC(=O)c1cnn(-c2ccc(C(C)C)cc2)c1NC(=O)C1CCC1. The result is 1 (inhibitor). (7) The result is 0 (non-inhibitor). The compound is C=C(CC(=O)O)C(=O)O.C=CC(=O)O. (8) The drug is CNc1ncncc1-c1ccc(C(=O)N(C)C)cc1. The result is 1 (inhibitor). (9) The drug is Cl.O=C(CN1CCN(c2ncccn2)CC1)NCCC1=CCCCC1. The result is 1 (inhibitor). (10) The molecule is CN1C(=O)C(=Cc2ccc(N3CCCCCC3)o2)C(=O)N(C)C1=S. The result is 1 (inhibitor).